From a dataset of NCI-60 drug combinations with 297,098 pairs across 59 cell lines. Regression. Given two drug SMILES strings and cell line genomic features, predict the synergy score measuring deviation from expected non-interaction effect. Drug 1: C1=NC(=NC(=O)N1C2C(C(C(O2)CO)O)O)N. Drug 2: C1CN(P(=O)(OC1)NCCCl)CCCl. Cell line: HCT-15. Synergy scores: CSS=28.6, Synergy_ZIP=-8.15, Synergy_Bliss=-1.25, Synergy_Loewe=-28.3, Synergy_HSA=2.11.